Dataset: Catalyst prediction with 721,799 reactions and 888 catalyst types from USPTO. Task: Predict which catalyst facilitates the given reaction. (1) Reactant: [CH3:1][C:2]1[CH:3]=[C:4]([C:7]#[N:8])[S:5][CH:6]=1.[Br:9]Br. Product: [Br:9][C:6]1[S:5][C:4]([C:7]#[N:8])=[CH:3][C:2]=1[CH3:1]. The catalyst class is: 15. (2) Reactant: Cl[C:2]1[CH:7]=[N:6][CH:5]=[C:4]([Cl:8])[N:3]=1.[NH:9]1[CH2:14][CH2:13][O:12][CH2:11][CH2:10]1. Product: [Cl:8][C:4]1[N:3]=[C:2]([N:9]2[CH2:14][CH2:13][O:12][CH2:11][CH2:10]2)[CH:7]=[N:6][CH:5]=1. The catalyst class is: 23.